Task: Predict which catalyst facilitates the given reaction.. Dataset: Catalyst prediction with 721,799 reactions and 888 catalyst types from USPTO (1) Reactant: [CH2:1]([N:8]1[CH2:17][CH2:16][C:15]2[C:14](=O)[NH:13][C:12]([CH2:19][O:20][CH3:21])=[N:11][C:10]=2[CH2:9]1)[C:2]1[CH:7]=[CH:6][CH:5]=[CH:4][CH:3]=1.P(Cl)(Cl)([Cl:24])=O.CN(C)C1C=CC=CC=1.C(=O)(O)[O-].[Na+]. Product: [CH2:1]([N:8]1[CH2:17][CH2:16][C:15]2[C:14]([Cl:24])=[N:13][C:12]([CH2:19][O:20][CH3:21])=[N:11][C:10]=2[CH2:9]1)[C:2]1[CH:7]=[CH:6][CH:5]=[CH:4][CH:3]=1. The catalyst class is: 26. (2) Reactant: [NH2:1][C:2]1[C:3]2[C:11](=[O:12])[CH:10]=[CH:9][NH:8][C:4]=2[N:5]=[CH:6][N:7]=1.C(=O)([O-])[O-].[Cs+].[Cs+].[I-].[K+].[Cl:21][C:22]1[C:23]([CH3:44])=[C:24]([CH:33]2[CH2:36][N:35]([C:37]([O:39][C:40]([CH3:43])([CH3:42])[CH3:41])=[O:38])[CH2:34]2)[C:25]([O:31][CH3:32])=[C:26]([CH:28](Cl)[CH3:29])[CH:27]=1. Product: [NH2:1][C:2]1[C:3]2[C:11](=[O:12])[CH:10]=[CH:9][N:8]([CH:28]([C:26]3[C:25]([O:31][CH3:32])=[C:24]([CH:33]4[CH2:34][N:35]([C:37]([O:39][C:40]([CH3:42])([CH3:41])[CH3:43])=[O:38])[CH2:36]4)[C:23]([CH3:44])=[C:22]([Cl:21])[CH:27]=3)[CH3:29])[C:4]=2[N:5]=[CH:6][N:7]=1. The catalyst class is: 35. (3) Product: [CH2:53]([O:55][C:56]([N:58]1[CH2:59][CH2:60][N:61]([C:10](=[O:12])[C@@H:9]([NH:8][C:6]([O:5][C:1]([CH3:2])([CH3:3])[CH3:4])=[O:7])[CH2:13][CH2:14][C:15]2[N:16]=[N:17][NH:18][N:19]=2)[CH2:62][CH2:63]1)=[O:57])[CH3:54]. Reactant: [C:1]([O:5][C:6]([NH:8][C@@H:9]([CH2:13][CH2:14][C:15]1[N:16]=[N:17][NH:18][N:19]=1)[C:10]([OH:12])=O)=[O:7])([CH3:4])([CH3:3])[CH3:2].CN(C(ON1N=NC2C=CC=NC1=2)=[N+](C)C)C.F[P-](F)(F)(F)(F)F.CCN(C(C)C)C(C)C.[CH2:53]([O:55][C:56]([N:58]1[CH2:63][CH2:62][NH:61][CH2:60][CH2:59]1)=[O:57])[CH3:54]. The catalyst class is: 3. (4) Reactant: [N:1]1[C:10]2[NH:9][CH2:8][CH2:7][CH2:6][C:5]=2[CH:4]=[CH:3][C:2]=1[CH2:11][CH2:12][O:13][C:14]1[CH:15]=[CH:16][C:17]([CH2:20][C@@H:21]([C:23]([O:25]C)=[O:24])[NH2:22])=[N:18][CH:19]=1.OP=O.CCN=C=NCCCN(C)C.[Cl:41][C:42]1[CH:46]=[CH:45][S:44][C:43]=1[C:47](O)=[O:48].[OH-].[Na+]. Product: [Cl:41][C:42]1[CH:46]=[CH:45][S:44][C:43]=1[C:47]([NH:22][C@H:21]([C:23]([OH:25])=[O:24])[CH2:20][C:17]1[CH:16]=[CH:15][C:14]([O:13][CH2:12][CH2:11][C:2]2[CH:3]=[CH:4][C:5]3[CH2:6][CH2:7][CH2:8][NH:9][C:10]=3[N:1]=2)=[CH:19][N:18]=1)=[O:48]. The catalyst class is: 18. (5) Reactant: [CH:1]([N-]C(C)C)(C)C.[Li+].[C:9](#[N:12])[CH2:10][CH3:11].P(Cl)(OCC)([O:15][CH2:16]C)=O.O=[C:23]1[C:29]2[CH:30]=[CH:31][C:32]([C:34]([OH:36])=[O:35])=[CH:33][C:28]=2CC[C:25]2[CH:37]=[CH:38][CH:39]=[CH:40][C:24]1=2. Product: [C:9](/[C:10](=[C:23]1/[C:29]2[CH:30]=[CH:31][C:32]([C:34]([O:36][CH3:1])=[O:35])=[CH:33][C:28]=2[O:15][CH2:16][C:25]2[CH:37]=[CH:38][CH:39]=[CH:40][C:24]/1=2)/[CH3:11])#[N:12].[C:9](/[C:10](=[C:23]1\[C:29]2[CH:30]=[CH:31][C:32]([C:34]([O:36][CH3:1])=[O:35])=[CH:33][C:28]=2[O:15][CH2:16][C:25]2[CH:37]=[CH:38][CH:39]=[CH:40][C:24]\1=2)/[CH3:11])#[N:12]. The catalyst class is: 299.